From a dataset of Reaction yield outcomes from USPTO patents with 853,638 reactions. Predict the reaction yield, written as a fraction of the theoretical maximum amount of product (1.0 means a 100% yield; for example, 0.34 means a 34% yield). (1) The product is [NH2:4][C:5]1[N:6]=[C:7]([O:2][CH3:1])[C:8]([C:11]#[N:12])=[N:9][CH:10]=1. The catalyst is O1CCOCC1. The reactants are [CH3:1][O-:2].[Na+].[NH2:4][C:5]1[N:6]=[C:7](Cl)[C:8]([C:11]#[N:12])=[N:9][CH:10]=1. The yield is 0.330. (2) The reactants are [CH:1]([N:4]1[C:12]2[CH:11]=[C:10]([NH:13][C:14]3[CH:19]=[CH:18][N:17]=[C:16]([S:20][CH2:21][C:22]([CH3:27])([CH3:26])[C:23]([OH:25])=O)[N:15]=3)[N:9]=[CH:8][C:7]=2[N:6]=[C:5]1[CH3:28])([CH3:3])[CH3:2].F[P-](F)(F)(F)(F)F.C[N:37](C(N(C)C)=[N+]1C2C(=NC=CC=2)[N+]([O-])=N1)C.[Cl-].[NH4+].C(N(CC)C(C)C)(C)C. The product is [CH:1]([N:4]1[C:12]2[CH:11]=[C:10]([NH:13][C:14]3[CH:19]=[CH:18][N:17]=[C:16]([S:20][CH2:21][C:22]([CH3:27])([CH3:26])[C:23]([NH2:37])=[O:25])[N:15]=3)[N:9]=[CH:8][C:7]=2[N:6]=[C:5]1[CH3:28])([CH3:3])[CH3:2]. The catalyst is CN(C)C1C=CN=CC=1.CCOC(C)=O.CN(C)C=O. The yield is 0.460. (3) The reactants are Cl[C:2]1[N:7]2[N:8]=[C:9](C)[CH:10]=[C:6]2[N:5]=[C:4]([NH:12][C:13](=[O:24])[C:14]2[CH:19]=[CH:18][C:17]([C:20]([OH:23])([CH3:22])[CH3:21])=[CH:16][CH:15]=2)[CH:3]=1.[NH:25]1[CH2:29][CH2:28][CH:27]([OH:30])[CH2:26]1. The catalyst is O1CCOCC1.CS(C)=O.CO. The product is [OH:23][C:20]([C:17]1[CH:18]=[CH:19][C:14]([C:13]([NH:12][C:4]2[CH:3]=[C:2]([N:25]3[CH2:29][CH2:28][CH:27]([OH:30])[CH2:26]3)[N:7]3[N:8]=[CH:9][CH:10]=[C:6]3[N:5]=2)=[O:24])=[CH:15][CH:16]=1)([CH3:22])[CH3:21]. The yield is 0.230. (4) The reactants are [C:1]1([C:7]2[CH:11]=[C:10]([NH2:12])[NH:9][N:8]=2)[CH:6]=[CH:5][CH:4]=[CH:3][CH:2]=1.[O:13]1[CH:17]=[CH:16][CH:15]=[C:14]1[C:18](=O)[CH2:19][C:20](OC)=[O:21]. The catalyst is C(O)(=O)C. The product is [O:13]1[CH:17]=[CH:16][CH:15]=[C:14]1[C:18]1[NH:12][C:10]2[N:9]([N:8]=[C:7]([C:1]3[CH:2]=[CH:3][CH:4]=[CH:5][CH:6]=3)[CH:11]=2)[C:20](=[O:21])[CH:19]=1. The yield is 0.650. (5) The reactants are [NH2:1][C:2]1[CH:3]=[C:4]2[C:12](=[CH:13][CH:14]=1)[N:11]([CH2:15][C:16]1[CH:21]=[CH:20][CH:19]=[CH:18][CH:17]=1)[C:10]1[CH:9]=[C:8]([C:22]3[C:23]([CH3:28])=[N:24][O:25][C:26]=3[CH3:27])[CH:7]=[C:6]([C:29]([NH2:31])=[O:30])[C:5]2=1.N1C=CC=CC=1.[C:38](Cl)(=[O:40])[CH3:39]. The catalyst is C(Cl)Cl. The product is [C:38]([NH:1][C:2]1[CH:3]=[C:4]2[C:12](=[CH:13][CH:14]=1)[N:11]([CH2:15][C:16]1[CH:17]=[CH:18][CH:19]=[CH:20][CH:21]=1)[C:10]1[CH:9]=[C:8]([C:22]3[C:23]([CH3:28])=[N:24][O:25][C:26]=3[CH3:27])[CH:7]=[C:6]([C:29]([NH2:31])=[O:30])[C:5]2=1)(=[O:40])[CH3:39]. The yield is 0.410. (6) The reactants are [CH2:1]([O:3][C:4]([C@H:6]1[CH2:11][CH2:10][C@H:9]([C:12]2[C:13](N)=[N:14][CH:15]=[CH:16][CH:17]=2)[CH2:8][CH2:7]1)=[O:5])[CH3:2].N1C=CC=CC=1.N([O-])=O.[Na+].[FH:29]. No catalyst specified. The product is [CH2:1]([O:3][C:4]([C@H:6]1[CH2:11][CH2:10][C@H:9]([C:12]2[C:13]([F:29])=[N:14][CH:15]=[CH:16][CH:17]=2)[CH2:8][CH2:7]1)=[O:5])[CH3:2]. The yield is 0.440.